Predict the reactants needed to synthesize the given product. From a dataset of Full USPTO retrosynthesis dataset with 1.9M reactions from patents (1976-2016). (1) The reactants are: [NH2:1][C:2]1[CH:7]=[CH:6][C:5]([C:8]2[C:16]3[C:11](=[N:12][CH:13]=[CH:14][CH:15]=3)[NH:10][C:9]=2[C:17]([NH2:19])=[O:18])=[CH:4][CH:3]=1.[F:20][C:21]1[CH:26]=[CH:25][C:24]([C:27]([F:30])([F:29])[F:28])=[CH:23][C:22]=1[N:31]=[C:32]=[O:33]. Given the product [F:20][C:21]1[CH:26]=[CH:25][C:24]([C:27]([F:30])([F:29])[F:28])=[CH:23][C:22]=1[NH:31][C:32](=[O:33])[NH:1][C:2]1[CH:3]=[CH:4][C:5]([C:8]2[C:16]3[C:11](=[N:12][CH:13]=[CH:14][CH:15]=3)[NH:10][C:9]=2[C:17]([NH2:19])=[O:18])=[CH:6][CH:7]=1, predict the reactants needed to synthesize it. (2) Given the product [N:1]1[CH:6]=[CH:5][CH:4]=[C:3]([CH:7]([CH3:14])[CH2:8][C:9]([O:11][CH2:12][CH3:13])=[O:10])[CH:2]=1, predict the reactants needed to synthesize it. The reactants are: [N:1]1[CH:6]=[CH:5][CH:4]=[C:3](/[C:7](/[CH3:14])=[CH:8]/[C:9]([O:11][CH2:12][CH3:13])=[O:10])[CH:2]=1.